Task: Predict the product of the given reaction.. Dataset: Forward reaction prediction with 1.9M reactions from USPTO patents (1976-2016) (1) Given the reactants [C:1]([O:5][C:6]([N:8]1[CH2:14][CH2:13][C:12]2[C:15]([OH:27])=[N:16][C:17]([N:19]3[CH2:24][CH2:23][S:22](=[O:26])(=[O:25])[CH2:21][CH2:20]3)=[N:18][C:11]=2[CH2:10][CH2:9]1)=[O:7])([CH3:4])([CH3:3])[CH3:2].CCN(CC)CC.[F:35][C:36]([F:49])([F:48])[S:37](O[S:37]([C:36]([F:49])([F:48])[F:35])(=[O:39])=[O:38])(=[O:39])=[O:38], predict the reaction product. The product is: [C:1]([O:5][C:6]([N:8]1[CH2:14][CH2:13][C:12]2[C:15]([O:27][S:37]([C:36]([F:49])([F:48])[F:35])(=[O:39])=[O:38])=[N:16][C:17]([N:19]3[CH2:24][CH2:23][S:22](=[O:25])(=[O:26])[CH2:21][CH2:20]3)=[N:18][C:11]=2[CH2:10][CH2:9]1)=[O:7])([CH3:4])([CH3:2])[CH3:3]. (2) Given the reactants S([N:11]1[CH2:17][C:13]2([CH2:16][O:15][CH2:14]2)[CH2:12]1)(C1C=CC(C)=CC=1)(=O)=O.[Mg].S([O-])([O-])(=O)=O.[Na+].[Na+].[C:26]([OH:31])(=[O:30])[C:27]([OH:29])=[O:28], predict the reaction product. The product is: [C:26]([OH:31])(=[O:30])[C:27]([OH:29])=[O:28].[CH2:14]1[C:13]2([CH2:17][NH:11][CH2:12]2)[CH2:16][O:15]1. (3) Given the reactants [N:1]1([C:7]2[C:12]([C:13]([O:15][CH:16]([CH3:18])[CH3:17])=[O:14])=[CH:11][CH:10]=[CH:9][N:8]=2)[CH2:6][CH2:5][NH:4][CH2:3][CH2:2]1.[C:19](O)(=O)[CH3:20].[Br:23][C:24]1[CH:25]=[C:26](C=[CH:30][CH:31]=1)C=O.C([BH3-])#N, predict the reaction product. The product is: [Br:23][C:24]1[CH:25]=[CH:26][C:19]([CH2:20][N:4]2[CH2:3][CH2:2][N:1]([C:7]3[C:12]([C:13]([O:15][CH:16]([CH3:18])[CH3:17])=[O:14])=[CH:11][CH:10]=[CH:9][N:8]=3)[CH2:6][CH2:5]2)=[CH:30][CH:31]=1. (4) Given the reactants [N:1]1[C:5]2[CH:6]=[CH:7][C:8]([C:10]([NH:12][NH2:13])=[O:11])=[CH:9][C:4]=2[NH:3][CH:2]=1.[C:14]1([CH2:20][C:21](Cl)=O)[CH:19]=[CH:18][CH:17]=[CH:16][CH:15]=1.O=P(Cl)(Cl)Cl, predict the reaction product. The product is: [CH2:20]([C:21]1[O:11][C:10]([C:8]2[CH:7]=[CH:6][C:5]3[NH:1][CH:2]=[N:3][C:4]=3[CH:9]=2)=[N:12][N:13]=1)[C:14]1[CH:19]=[CH:18][CH:17]=[CH:16][CH:15]=1. (5) Given the reactants [Cl:1][C:2]1[CH:3]=[C:4]2[C:10](I)=[CH:9][N:8]([Si](C(C)C)(C(C)C)C(C)C)[C:5]2=[N:6][CH:7]=1.C([Mg]Cl)(C)C.[CH2:27]([N:29]1[C:33]([CH:34]=[O:35])=[CH:32][C:31]([NH:36][CH2:37][C:38]2[CH:43]=[CH:42][C:41]([F:44])=[CH:40][CH:39]=2)=[N:30]1)[CH3:28], predict the reaction product. The product is: [Cl:1][C:2]1[CH:3]=[C:4]2[C:10]([CH:34]([C:33]3[N:29]([CH2:27][CH3:28])[N:30]=[C:31]([NH:36][CH2:37][C:38]4[CH:43]=[CH:42][C:41]([F:44])=[CH:40][CH:39]=4)[CH:32]=3)[OH:35])=[CH:9][NH:8][C:5]2=[N:6][CH:7]=1. (6) Given the reactants [CH:1]1[C:10]2[C:5](=[CH:6][CH:7]=[CH:8][CH:9]=2)[CH:4]=[CH:3][N:2]=1.[CH3:11][N:12]1[C:20]2[C:15](=[CH:16][CH:17]=[CH:18][CH:19]=2)[C:14](=[O:21])[C:13]1=[O:22].FC(F)(F)S(O[C:29]1[C:37]([Si](C)(C)C)=[CH:36][C:32]2[O:33][CH2:34][O:35][C:31]=2[CH:30]=1)(=O)=O.[F-].[K+].O1CCOCCOCCOCCOCCOCC1, predict the reaction product. The product is: [CH3:11][N:12]1[C:20]2[C:15](=[CH:16][CH:17]=[CH:18][CH:19]=2)[C:14]2([O:21][CH:1]3[C:10]4[C:5]([CH:4]=[CH:3][N:2]3[C:29]3[CH:30]=[C:31]5[O:35][CH2:34][O:33][C:32]5=[CH:36][C:37]2=3)=[CH:6][CH:7]=[CH:8][CH:9]=4)[C:13]1=[O:22]. (7) Given the reactants [CH3:1][O:2][C:3]1[C:8]([CH:9]([N:13]2[CH2:18][CH2:17][N:16]([CH3:19])[CH2:15][CH2:14]2)[C:10]([OH:12])=O)=[CH:7][CH:6]=[CH:5][CH:4]=1.[F:20][C:21]([F:35])([F:34])[C:22]1[CH:23]=[C:24]([NH:32][NH2:33])[CH:25]=[C:26]([C:28]([F:31])([F:30])[F:29])[CH:27]=1.CN1CCOCC1.F[P-](F)(F)(F)(F)F.N1(O[P+](N(C)C)(N(C)C)N(C)C)C2C=CC=CC=2N=N1.[OH-].[Na+], predict the reaction product. The product is: [F:20][C:21]([F:34])([F:35])[C:22]1[CH:23]=[C:24]([NH:32][NH:33][C:10](=[O:12])[CH:9]([C:8]2[CH:7]=[CH:6][CH:5]=[CH:4][C:3]=2[O:2][CH3:1])[N:13]2[CH2:18][CH2:17][N:16]([CH3:19])[CH2:15][CH2:14]2)[CH:25]=[C:26]([C:28]([F:31])([F:29])[F:30])[CH:27]=1.